This data is from Reaction yield outcomes from USPTO patents with 853,638 reactions. The task is: Predict the reaction yield, written as a fraction of the theoretical maximum amount of product (1.0 means a 100% yield; for example, 0.34 means a 34% yield). The reactants are Cl.[S:2]1[C:10]2[CH2:9][CH2:8][NH:7][CH2:6][C:5]=2[CH:4]=[CH:3]1.[OH-].[Na+].S1C2CCNCC=2C=C1.[CH2:22]([O:24][C:25](=[O:43])[C:26]([CH3:42])([CH3:41])[CH2:27][CH2:28][CH2:29][CH2:30][CH2:31][CH:32](Br)[C:33]1[CH:38]=[CH:37][CH:36]=[CH:35][C:34]=1[Cl:39])[CH3:23].C(=O)([O-])[O-].[K+].[K+]. The catalyst is O.CN(C=O)C. The product is [CH2:22]([O:24][C:25](=[O:43])[C:26]([CH3:42])([CH3:41])[CH2:27][CH2:28][CH2:29][CH2:30][CH2:31][CH:32]([C:33]1[CH:38]=[CH:37][CH:36]=[CH:35][C:34]=1[Cl:39])[N:7]1[CH2:8][CH2:9][C:10]2[S:2][CH:3]=[CH:4][C:5]=2[CH2:6]1)[CH3:23]. The yield is 0.435.